From a dataset of HIV replication inhibition screening data with 41,000+ compounds from the AIDS Antiviral Screen. Binary Classification. Given a drug SMILES string, predict its activity (active/inactive) in a high-throughput screening assay against a specified biological target. (1) The result is 1 (active). The drug is O=C1OC2C(O)OC3COC(=O)c4cc(O)c(O)c(O)c4-c4c(O)c(O)c5oc(=O)c6c(c(O)c(O)c7oc(=O)c4c5c76)-c4c(cc(O)c(O)c4O)C(=O)OC3C2OC(=O)c2cc(O)c(O)c(O)c2-c2c1cc(O)c(O)c2O. (2) The molecule is COc1c2c(cc3c1C(=O)Cc1ccc4c(c1CN(C)CC3)OCO4)OCO2. The result is 0 (inactive).